Dataset: Reaction yield outcomes from USPTO patents with 853,638 reactions. Task: Predict the reaction yield, written as a fraction of the theoretical maximum amount of product (1.0 means a 100% yield; for example, 0.34 means a 34% yield). (1) The reactants are [CH3:1][C:2]([CH3:54])([CH2:10][C:11]([O:13][C@H:14]1[CH2:31][CH2:30][C@@:29]2([CH3:32])[C@@H:16]([CH2:17][CH2:18][C@:19]3([CH3:51])[C@@H:28]2[CH2:27][CH2:26][C@H:25]2[C@@:20]3([CH3:50])[CH2:21][CH2:22][C@@:23]3([CH2:40][CH2:41][NH:42]C(OC(C)(C)C)=O)[CH2:35][C:34](=[O:36])[C:33]([CH:37]([CH3:39])[CH3:38])=[C:24]32)[C:15]1([CH3:53])[CH3:52])=[O:12])[C:3]([O:5]C(C)(C)C)=[O:4].C(O)(C(F)(F)F)=O. The catalyst is C(Cl)Cl. The product is [NH2:42][CH2:41][CH2:40][C@:23]12[CH2:35][C:34](=[O:36])[C:33]([CH:37]([CH3:39])[CH3:38])=[C:24]1[C@@H:25]1[C@@:20]([CH3:50])([CH2:21][CH2:22]2)[C@@:19]2([CH3:51])[C@@H:28]([C@:29]3([CH3:32])[C@@H:16]([CH2:17][CH2:18]2)[C:15]([CH3:52])([CH3:53])[C@@H:14]([O:13][C:11](=[O:12])[CH2:10][C:2]([CH3:1])([CH3:54])[C:3]([OH:5])=[O:4])[CH2:31][CH2:30]3)[CH2:27][CH2:26]1. The yield is 0.737. (2) The reactants are C(OC([N:8]1[CH2:13][CH2:12][CH:11]([C:14]2[C:19]([C:20]3[CH:25]=[CH:24][CH:23]=[CH:22][CH:21]=3)=[N:18][CH:17]=[CH:16][N:15]=2)[CH2:10][CH2:9]1)=O)(C)(C)C.[ClH:26].CO. No catalyst specified. The product is [ClH:26].[C:20]1([C:19]2[C:14]([CH:11]3[CH2:12][CH2:13][NH:8][CH2:9][CH2:10]3)=[N:15][CH:16]=[CH:17][N:18]=2)[CH:21]=[CH:22][CH:23]=[CH:24][CH:25]=1. The yield is 1.00. (3) The reactants are [CH3:1][N:2]1[CH2:7][CH2:6][N:5]([CH2:8][CH2:9][CH2:10][CH2:11][O:12][C:13]2[CH:14]=[C:15]([CH:18]=[CH:19][CH:20]=2)[CH:16]=O)[CH2:4][CH2:3]1.[C:21]([C:25]1[CH:26]=[C:27]([NH2:32])[C:28]([NH2:31])=[CH:29][CH:30]=1)([CH3:24])([CH3:23])[CH3:22]. No catalyst specified. The product is [C:21]([C:25]1[CH:30]=[CH:29][C:28]2[NH:31][C:16]([C:15]3[CH:18]=[CH:19][CH:20]=[C:13]([O:12][CH2:11][CH2:10][CH2:9][CH2:8][N:5]4[CH2:6][CH2:7][N:2]([CH3:1])[CH2:3][CH2:4]4)[CH:14]=3)=[N:32][C:27]=2[CH:26]=1)([CH3:24])([CH3:22])[CH3:23]. The yield is 0.920. (4) The reactants are Br[C:2]1[NH:11][C:5]2[N:6]=[CH:7][N:8]=[C:9]([Cl:10])[C:4]=2[CH:3]=1.[O:12]1C[CH2:15][CH2:14][CH2:13]1.C(O)C#C. The catalyst is [Cu]I.O. The product is [Cl:10][C:9]1[C:4]2[CH:3]=[C:2]([C:15]#[C:14][CH2:13][OH:12])[NH:11][C:5]=2[N:6]=[CH:7][N:8]=1. The yield is 0.310. (5) The reactants are [C:1](=[O:16])([O:4][C:5]1[CH:10]=[CH:9][C:8]([Br:11])=[CH:7][C:6]=1[C:12]([CH3:15])([CH3:14])[CH3:13])[O:2][CH3:3].[N+:17]([O-])([O-:19])=[O:18].[K+]. The catalyst is OS(O)(=O)=O. The product is [C:1](=[O:16])([O:4][C:5]1[CH:10]=[C:9]([N+:17]([O-:19])=[O:18])[C:8]([Br:11])=[CH:7][C:6]=1[C:12]([CH3:13])([CH3:15])[CH3:14])[O:2][CH3:3]. The yield is 0.600. (6) The reactants are Cl[CH:2]([C:22]1[CH:27]=[CH:26][CH:25]=[CH:24][CH:23]=1)[C:3]([C:5]1[C:13]2[C:8](=[CH:9][CH:10]=[CH:11][CH:12]=2)[N:7]([S:14]([CH:17]2[CH2:21][CH2:20][O:19][CH2:18]2)(=[O:16])=[O:15])[CH:6]=1)=[O:4].[CH3:28][O:29][C:30]1[CH:35]=[CH:34][CH:33]=[C:32]([NH2:36])[CH:31]=1. The catalyst is C(#N)C. The product is [CH3:28][O:29][C:30]1[CH:31]=[C:32]([NH:36][CH:2]([C:22]2[CH:27]=[CH:26][CH:25]=[CH:24][CH:23]=2)[C:3]([C:5]2[C:13]3[C:8](=[CH:9][CH:10]=[CH:11][CH:12]=3)[N:7]([S:14]([CH:17]3[CH2:21][CH2:20][O:19][CH2:18]3)(=[O:16])=[O:15])[CH:6]=2)=[O:4])[CH:33]=[CH:34][CH:35]=1. The yield is 0.480. (7) The reactants are [C:1]([O:5][C:6]([N:8]1[CH2:13][CH2:12][CH:11]([C:14]([C:17]2[CH:22]=[CH:21][CH:20]=[C:19]([C:23]([F:26])([F:25])[F:24])[C:18]=2F)=[N:15][OH:16])[CH2:10][CH2:9]1)=[O:7])([CH3:4])([CH3:3])[CH3:2].CC(C)([O-])C.[K+]. The catalyst is C1COCC1. The product is [C:1]([O:5][C:6]([N:8]1[CH2:13][CH2:12][CH:11]([C:14]2[C:17]3[CH:22]=[CH:21][CH:20]=[C:19]([C:23]([F:26])([F:25])[F:24])[C:18]=3[O:16][N:15]=2)[CH2:10][CH2:9]1)=[O:7])([CH3:4])([CH3:3])[CH3:2]. The yield is 0.730. (8) The reactants are C([O:8][NH:9][C:10](=[O:36])[CH2:11][CH2:12][CH2:13][CH2:14][CH2:15][N:16]1[CH2:24][C:23]2[C:18](=[CH:19][CH:20]=[CH:21][C:22]=2[C:25]2[CH:30]=[CH:29][C:28]([C:31]([F:34])([F:33])[F:32])=[CH:27][CH:26]=2)[C:17]1=[O:35])C1C=CC=CC=1.C(ONC(=O)CCCCCN1CC2C(=CC=CC=2C2C=CC(OC)=CC=2OC)C1=O)C1C=CC=CC=1. No catalyst specified. The product is [F:33][C:31]([F:32])([F:34])[C:28]1[CH:27]=[CH:26][C:25]([C:22]2[CH:21]=[CH:20][CH:19]=[C:18]3[C:23]=2[CH2:24][N:16]([CH2:15][CH2:14][CH2:13][CH2:12][CH2:11][C:10]([NH:9][OH:8])=[O:36])[C:17]3=[O:35])=[CH:30][CH:29]=1. The yield is 0.900.